From a dataset of Catalyst prediction with 721,799 reactions and 888 catalyst types from USPTO. Predict which catalyst facilitates the given reaction. (1) Reactant: [C:1]([O:5][C:6](=[O:15])[NH:7][C:8]1[CH:9]=[N:10][CH:11]=[C:12](Br)[CH:13]=1)([CH3:4])([CH3:3])[CH3:2].[Na+].[I-:17].CN(C)CCN. Product: [C:1]([O:5][C:6](=[O:15])[NH:7][C:8]1[CH:9]=[N:10][CH:11]=[C:12]([I:17])[CH:13]=1)([CH3:4])([CH3:3])[CH3:2]. The catalyst class is: 185. (2) Reactant: [N+:1]([O:4][CH2:5][C:6]([CH2:14][O:15][N+:16]([O-:18])=[O:17])([CH2:9][O:10][N+:11]([O-:13])=[O:12])[CH2:7][OH:8])([O-:3])=[O:2].[N:19]([S:21][C:22]1([CH2:32][C:33](O)=[O:34])[CH:29]2[CH2:30][CH:25]3[CH2:26][CH:27]([CH2:31][CH:23]1[CH2:24]3)[CH2:28]2)=[O:20].Cl.CN(C)CCCN=C=NCC. Product: [N:19]([S:21][C:22]1([CH2:32][C:33]([O:8][CH2:7][C:6]([CH2:9][O:10][N+:11]([O-:13])=[O:12])([CH2:14][O:15][N+:16]([O-:18])=[O:17])[CH2:5][O:4][N+:1]([O-:3])=[O:2])=[O:34])[CH:29]2[CH2:30][CH:25]3[CH2:26][CH:27]([CH2:31][CH:23]1[CH2:24]3)[CH2:28]2)=[O:20]. The catalyst class is: 112. (3) Reactant: [C:1]([C:5]1[C:10]([CH:11]=O)=[CH:9][N:8]=[C:7]([NH:13][C:14]2[CH:19]=[CH:18][CH:17]=[C:16]([Cl:20])[CH:15]=2)[N:6]=1)([CH3:4])([CH3:3])[CH3:2].[NH:21]1[CH2:26][CH2:25][O:24][CH2:23][CH2:22]1.C(O)(=O)C.C(O[BH-](OC(=O)C)OC(=O)C)(=O)C.[Na+]. Product: [ClH:20].[C:1]([C:5]1[C:10]([CH2:11][N:21]2[CH2:26][CH2:25][O:24][CH2:23][CH2:22]2)=[CH:9][N:8]=[C:7]([NH:13][C:14]2[CH:19]=[CH:18][CH:17]=[C:16]([Cl:20])[CH:15]=2)[N:6]=1)([CH3:4])([CH3:3])[CH3:2]. The catalyst class is: 1. (4) Product: [CH:62]1([N:65]2[CH2:70][CH2:69][CH:68]([NH:71][C:16]([C:13]3[CH:14]=[C:15]4[C:10](=[CH:11][CH:12]=3)[NH:9][C:8]([C:19]3[C:20](=[O:31])[NH:21][N:22]=[C:23]([C:25]5[CH:26]=[CH:27][N:28]=[CH:29][CH:30]=5)[CH:24]=3)=[C:7]4[C:5]3[CH:4]=[N:3][N:2]([CH3:1])[CH:6]=3)=[O:18])[CH2:67][CH2:66]2)[CH2:64][CH2:63]1. The catalyst class is: 4. Reactant: [CH3:1][N:2]1[CH:6]=[C:5]([C:7]2[C:15]3[C:10](=[CH:11][CH:12]=[C:13]([C:16]([OH:18])=O)[CH:14]=3)[NH:9][C:8]=2[C:19]2[C:20](=[O:31])[NH:21][N:22]=[C:23]([C:25]3[CH:30]=[CH:29][N:28]=[CH:27][CH:26]=3)[CH:24]=2)[CH:4]=[N:3]1.C(N1CCOCC1)C.[B-](F)(F)(F)F.CCOC(C(C#N)=NOC(N(C)C)=[N+](C)C)=O.[CH:62]1([N:65]2[CH2:70][CH2:69][CH:68]([NH2:71])[CH2:67][CH2:66]2)[CH2:64][CH2:63]1. (5) Reactant: [CH3:1][Mg+].[Br-].[CH3:4][C:5]1[CH:12]=[N:11][CH:10]=[CH:9][C:6]=1[CH:7]=[O:8].[NH4+].[Cl-]. The catalyst class is: 1. Product: [CH3:4][C:5]1[CH:12]=[N:11][CH:10]=[CH:9][C:6]=1[CH:7]([OH:8])[CH3:1]. (6) Product: [Cl:22][C:23]1[N:24]=[CH:25][N:26]([CH2:31][O:32][CH2:33][CH2:34][Si:35]([CH3:38])([CH3:37])[CH3:36])[C:27]=1[C:28]([NH:9][CH2:8][C:5]1[CH:6]=[CH:7][C:2]([Cl:1])=[C:3]([O:11][C:12]2[CH:17]=[C:16]([CH:18]3[CH2:20][CH2:19]3)[CH:15]=[C:14]([Cl:21])[CH:13]=2)[C:4]=1[F:10])=[O:29]. Reactant: [Cl:1][C:2]1[CH:7]=[CH:6][C:5]([CH2:8][NH2:9])=[C:4]([F:10])[C:3]=1[O:11][C:12]1[CH:17]=[C:16]([CH:18]2[CH2:20][CH2:19]2)[CH:15]=[C:14]([Cl:21])[CH:13]=1.[Cl:22][C:23]1[N:24]=[CH:25][N:26]([CH2:31][O:32][CH2:33][CH2:34][Si:35]([CH3:38])([CH3:37])[CH3:36])[C:27]=1[C:28](O)=[O:29].CN(C(ON1N=NC2C=CC=NC1=2)=[N+](C)C)C.F[P-](F)(F)(F)(F)F.C(N(C(C)C)CC)(C)C. The catalyst class is: 31. (7) Reactant: F[C:2]1[CH:11]=[CH:10][C:5]([C:6]([O:8][CH3:9])=[O:7])=[CH:4][C:3]=1[N+:12]([O-:14])=[O:13].Cl.[F:16][C:17]1([F:25])[CH2:22][CH2:21][CH:20]([CH2:23][NH2:24])[CH2:19][CH2:18]1.C(N(CC)CC)C. Product: [F:16][C:17]1([F:25])[CH2:22][CH2:21][CH:20]([CH2:23][NH:24][C:2]2[CH:11]=[CH:10][C:5]([C:6]([O:8][CH3:9])=[O:7])=[CH:4][C:3]=2[N+:12]([O-:14])=[O:13])[CH2:19][CH2:18]1. The catalyst class is: 14. (8) Reactant: C[N:2]([CH3:21])[CH:3]=[C:4]([C:10](=O)[C:11]1[CH:16]=[CH:15][C:14]([N+:17]([O-:19])=[O:18])=[CH:13][CH:12]=1)[C:5]([O:7][CH2:8][CH3:9])=[O:6].NC(C(N)=O)[C:24]([NH2:26])=[O:25]. Product: [NH2:26][C:24]([C:21]1[NH:2][CH:3]=[C:4]([C:5]([O:7][CH2:8][CH3:9])=[O:6])[C:10]=1[C:11]1[CH:12]=[CH:13][C:14]([N+:17]([O-:19])=[O:18])=[CH:15][CH:16]=1)=[O:25]. The catalyst class is: 52.